From a dataset of Full USPTO retrosynthesis dataset with 1.9M reactions from patents (1976-2016). Predict the reactants needed to synthesize the given product. (1) Given the product [CH3:1][C@@H:2]1[CH2:7][NH:6][C@H:5]([CH2:15][NH:16][C:17]2[N:18]=[CH:19][C:20]([C:23]([F:25])([F:24])[F:26])=[CH:21][N:22]=2)[CH2:4][CH2:3]1, predict the reactants needed to synthesize it. The reactants are: [CH3:1][C@@H:2]1[CH2:7][N:6](C(OC(C)(C)C)=O)[C@H:5]([CH2:15][NH:16][C:17]2[N:22]=[CH:21][C:20]([C:23]([F:26])([F:25])[F:24])=[CH:19][N:18]=2)[CH2:4][CH2:3]1.C(O)(C(F)(F)F)=O. (2) Given the product [F:29][C:26]1[CH:25]=[CH:24][C:23]([C:15]2[C:16]([C:17]3[CH:18]=[CH:19][N:20]=[CH:21][CH:22]=3)=[C:15]([C:23]3[CH:28]=[CH:27][C:26]([F:29])=[CH:25][CH:24]=3)[N:1]=[C:2]3[NH:3][N:4]=[CH:5][C:6]=23)=[CH:28][CH:27]=1, predict the reactants needed to synthesize it. The reactants are: [NH2:1][C:2]1[NH:3][N:4]=[CH:5][CH:6]=1.FC1C=CC(C(O[C:15]([C:23]2[CH:28]=[CH:27][C:26]([F:29])=[CH:25][CH:24]=2)=[CH:16][C:17]2[CH:22]=[CH:21][N:20]=[CH:19][CH:18]=2)=O)=CC=1. (3) Given the product [F:16][C:17]([F:21])([F:20])[CH2:18][O:19][CH2:14][O:13][CH2:12][CH3:11], predict the reactants needed to synthesize it. The reactants are: C1(C)C=CC(S(O[CH2:11][CH2:12][O:13][CH3:14])(=O)=O)=CC=1.[F:16][C:17]([F:21])([F:20])[CH2:18][OH:19]. (4) The reactants are: [C:1]([C:5]1[CH:12]=[CH:11][C:8]([CH:9]=O)=[CH:7][CH:6]=1)([O:3][CH3:4])=[O:2].[C:13]([O:17][C:18]([CH3:21])([CH3:20])[CH3:19])(=[O:16])[NH:14][NH2:15].CC(O)=O. Given the product [CH3:4][O:3][C:1]([C:5]1[CH:12]=[CH:11][C:8](/[CH:9]=[N:15]/[NH:14][C:13]([O:17][C:18]([CH3:21])([CH3:20])[CH3:19])=[O:16])=[CH:7][CH:6]=1)=[O:2], predict the reactants needed to synthesize it. (5) The reactants are: C(OC(=O)[NH:7][CH2:8][CH2:9][CH2:10][N:11]([CH2:14][C:15]1[CH:20]=[CH:19][CH:18]=[C:17]([C:21]2[C:26]([F:27])=[CH:25][N:24]=[C:23](Cl)[N:22]=2)[CH:16]=1)[CH2:12][CH3:13])(C)(C)C.[Cl:30][C:31]1[CH:32]=[C:33]([CH2:37][CH2:38][NH2:39])[CH:34]=[CH:35][CH:36]=1. Given the product [Cl:30][C:31]1[CH:32]=[C:33]([CH2:37][CH2:38][NH:39][C:23]2[N:22]=[C:21]([C:17]3[CH:16]=[C:15]([CH:20]=[CH:19][CH:18]=3)[CH2:14][N:11]([CH2:12][CH3:13])[CH2:10][CH2:9][CH2:8][NH2:7])[C:26]([F:27])=[CH:25][N:24]=2)[CH:34]=[CH:35][CH:36]=1, predict the reactants needed to synthesize it. (6) Given the product [O:45]1[CH:46]=[N:47][N:48]=[C:44]1[C:40]1[CH:39]=[C:38]([C:2]2[C:3]([C:24]3[CH:25]=[CH:26][N:27]=[CH:28][CH:29]=3)=[N:4][N:5]3[C:10]([CH:11]4[CH2:12][CH:13]5[N:18]([C:19]([O:21][CH2:22][CH3:23])=[O:20])[CH:16]([CH2:15][CH2:14]5)[CH2:17]4)=[CH:9][CH:8]=[N:7][C:6]=23)[CH:43]=[CH:42][CH:41]=1, predict the reactants needed to synthesize it. The reactants are: I[C:2]1[C:3]([C:24]2[CH:29]=[CH:28][N:27]=[CH:26][CH:25]=2)=[N:4][N:5]2[C:10]([CH:11]3[CH2:17][CH:16]4[N:18]([C:19]([O:21][CH2:22][CH3:23])=[O:20])[CH:13]([CH2:14][CH2:15]4)[CH2:12]3)=[CH:9][CH:8]=[N:7][C:6]=12.CC1(C)C(C)(C)OB([C:38]2[CH:39]=[C:40]([C:44]3[O:45][CH:46]=[N:47][N:48]=3)[CH:41]=[CH:42][CH:43]=2)O1.COCCOC.C(=O)([O-])[O-].[Na+].[Na+]. (7) Given the product [F:12][C:13]([F:21])([F:22])[C:14]1[CH:20]=[CH:19][CH:18]=[CH:17][C:15]=1[NH:16][C:7](=[O:9])[C:6]1[CH:10]=[C:2]([Cl:1])[CH:3]=[CH:4][C:5]=1[OH:11], predict the reactants needed to synthesize it. The reactants are: [Cl:1][C:2]1[CH:10]=[C:6]([C:7]([OH:9])=O)[C:5]([OH:11])=[CH:4][CH:3]=1.[F:12][C:13]([F:22])([F:21])[C:14]1[CH:20]=[CH:19][CH:18]=[CH:17][C:15]=1[NH2:16].P(Cl)(Cl)Cl.ClC1C=CC=CC=1. (8) Given the product [CH3:1][O:2][C:3]([C:5]1[CH:10]=[CH:9][C:8]([N:20]([CH2:19][C:18]([F:17])([F:26])[F:27])[CH2:21][C:22]([F:25])([F:24])[F:23])=[C:7]([O:12][CH2:13][CH:14]2[CH2:16][CH2:15]2)[N:6]=1)=[O:4], predict the reactants needed to synthesize it. The reactants are: [CH3:1][O:2][C:3]([C:5]1[CH:10]=[CH:9][C:8](Br)=[C:7]([O:12][CH2:13][CH:14]2[CH2:16][CH2:15]2)[N:6]=1)=[O:4].[F:17][C:18]([F:27])([F:26])[CH2:19][NH:20][CH2:21][C:22]([F:25])([F:24])[F:23].C1(P(C2C=CC=CC=2)C2C=CC3C(=CC=CC=3)C=2C2C3C(=CC=CC=3)C=CC=2P(C2C=CC=CC=2)C2C=CC=CC=2)C=CC=CC=1.C(=O)([O-])[O-].[Cs+].[Cs+]. (9) Given the product [CH:1]([NH:4][C:5]1[C:10]2[C:11]([C:14]3[CH:19]=[C:18]([C:20]([F:21])([F:23])[F:22])[CH:24]=[CH:16][N:15]=3)=[N:12][NH:13][C:9]=2[CH:8]=[CH:7][N:6]=1)([CH3:2])[CH3:3], predict the reactants needed to synthesize it. The reactants are: [CH:1]([NH:4][C:5]1[C:10]2[C:11]([C:14]3[CH:19]=[C:18]([C:20]([F:23])([F:22])[F:21])N=[CH:16][N:15]=3)=[N:12][NH:13][C:9]=2[CH:8]=[CH:7][N:6]=1)([CH3:3])[CH3:2].[CH:24](NC1C2C([Sn](C)(C)C)=NN(CC3C=CC(OC)=CC=3)C=2C=CN=1)(C)C.BrC1C=C(C(F)(F)F)C=CN=1. (10) Given the product [C:17](/[CH:18]=[CH:19]/[C:2]1[C:3]2[CH:14]=[CH:13][CH:12]=[CH:11][C:4]=2[S:5][C:6]=1[C:7]([O:9][CH3:10])=[O:8])#[N:16], predict the reactants needed to synthesize it. The reactants are: Br[C:2]1[C:3]2[CH:14]=[CH:13][CH:12]=[CH:11][C:4]=2[S:5][C:6]=1[C:7]([O:9][CH3:10])=[O:8].C[N:16](C1CCCCC1)[CH:17]1CCC[CH2:19][CH2:18]1.C(P(C(C)(C)C)C(C)(C)C)(C)(C)C.C(#N)C=C.